Predict the product of the given reaction. From a dataset of Forward reaction prediction with 1.9M reactions from USPTO patents (1976-2016). (1) Given the reactants [C:1]([N:8]1[CH2:13][CH2:12][N:11]([C:14]2[CH:19]=[CH:18][CH:17]=[CH:16][C:15]=2[O:20][CH2:21][C:22]([NH2:25])([CH3:24])[CH3:23])[CH2:10][CH2:9]1)([O:3][C:4]([CH3:7])([CH3:6])[CH3:5])=[O:2].CCN(CC)CC.[CH3:33][S:34](Cl)(=[O:36])=[O:35], predict the reaction product. The product is: [C:1]([N:8]1[CH2:13][CH2:12][N:11]([C:14]2[CH:19]=[CH:18][CH:17]=[CH:16][C:15]=2[O:20][CH2:21][C:22]([NH:25][S:34]([CH3:33])(=[O:36])=[O:35])([CH3:24])[CH3:23])[CH2:10][CH2:9]1)([O:3][C:4]([CH3:7])([CH3:6])[CH3:5])=[O:2]. (2) Given the reactants C(OC([N:8]1[CH2:11][CH:10]([N:12]2[C:16]3[CH:17]=[C:18]([F:21])[CH:19]=[CH:20][C:15]=3[N:14]=[C:13]2[C@@H:22]([NH:24][C:25]2[N:33]=[CH:32][N:31]=[C:30]3[C:26]=2[N:27]=[CH:28][NH:29]3)[CH3:23])[CH2:9]1)=O)(C)(C)C.C(O)(C(F)(F)F)=O, predict the reaction product. The product is: [NH:8]1[CH2:9][CH:10]([N:12]2[C:16]3[CH:17]=[C:18]([F:21])[CH:19]=[CH:20][C:15]=3[N:14]=[C:13]2[CH:22]([NH:24][C:25]2[N:33]=[CH:32][N:31]=[C:30]3[C:26]=2[N:27]=[CH:28][NH:29]3)[CH3:23])[CH2:11]1. (3) Given the reactants CS([O:5][CH2:6][C:7]1[C:8]([C:12]2[S:13][C:14]([Cl:17])=[CH:15][CH:16]=2)=[N:9][S:10][CH:11]=1)(=O)=O.[F:18][C:19]1[CH:20]=[C:21]([CH2:27][CH2:28][C:29]([O:31]CC)=[O:30])[CH:22]=[C:23]([F:26])[C:24]=1O, predict the reaction product. The product is: [Cl:17][C:14]1[S:13][C:12]([C:8]2[C:7]([CH2:6][O:5][C:24]3[C:23]([F:26])=[CH:22][C:21]([CH2:27][CH2:28][C:29]([OH:31])=[O:30])=[CH:20][C:19]=3[F:18])=[CH:11][S:10][N:9]=2)=[CH:16][CH:15]=1. (4) Given the reactants [CH3:1][C:2]1[N:3]=[CH:4][S:5][CH:6]=1.[Cl:7][C:8]1[CH:15]=[CH:14][C:11]([CH:12]=[O:13])=[CH:10][CH:9]=1.C(O)C.O, predict the reaction product. The product is: [Cl:7][C:8]1[CH:15]=[CH:14][C:11]([CH:12]([C:4]2[S:5][CH:6]=[C:2]([CH3:1])[N:3]=2)[OH:13])=[CH:10][CH:9]=1.